Dataset: Reaction yield outcomes from USPTO patents with 853,638 reactions. Task: Predict the reaction yield, written as a fraction of the theoretical maximum amount of product (1.0 means a 100% yield; for example, 0.34 means a 34% yield). The reactants are C1COCC1.[NH2:6][C:7]1[C:12]2=[C:13]([C:26]3[CH:31]=[CH:30][C:29]([NH:32][C:33]([NH:35][C:36]4[CH:41]=[C:40]([C:42]([F:45])([F:44])[F:43])[CH:39]=[CH:38][C:37]=4[F:46])=[O:34])=[CH:28][CH:27]=3)[C:14]([C:16]3[O:17][CH2:18][CH:19]([C:21]([O:23][CH2:24][CH3:25])=[O:22])[N:20]=3)=[CH:15][N:11]2[N:10]=[CH:9][N:8]=1.C1CCN2C(=NCCC2)CC1.BrC(Cl)(Cl)Cl. The catalyst is C(Cl)Cl.CCOC(C)=O.CO.C(Cl)Cl. The product is [NH2:6][C:7]1[C:12]2=[C:13]([C:26]3[CH:31]=[CH:30][C:29]([NH:32][C:33]([NH:35][C:36]4[CH:41]=[C:40]([C:42]([F:45])([F:44])[F:43])[CH:39]=[CH:38][C:37]=4[F:46])=[O:34])=[CH:28][CH:27]=3)[C:14]([C:16]3[O:17][CH:18]=[C:19]([C:21]([O:23][CH2:24][CH3:25])=[O:22])[N:20]=3)=[CH:15][N:11]2[N:10]=[CH:9][N:8]=1. The yield is 0.650.